This data is from Forward reaction prediction with 1.9M reactions from USPTO patents (1976-2016). The task is: Predict the product of the given reaction. (1) Given the reactants [C:1]([O:7][CH3:8])(=[O:6])[CH2:2][C:3]([CH3:5])=[O:4].[H-].[Na+].[C:11]([Si:15]([O:18][CH2:19][CH2:20][CH2:21][O:22][C:23]1[CH:28]=[CH:27][C:26]([CH2:29]Cl)=[C:25]([O:31][CH3:32])[CH:24]=1)([CH3:17])[CH3:16])([CH3:14])([CH3:13])[CH3:12].[I-].[K+], predict the reaction product. The product is: [Si:15]([O:18][CH2:19][CH2:20][CH2:21][O:22][C:23]1[CH:28]=[CH:27][C:26]([CH2:29][CH:2]([C:3](=[O:4])[CH3:5])[C:1]([O:7][CH3:8])=[O:6])=[C:25]([O:31][CH3:32])[CH:24]=1)([C:11]([CH3:13])([CH3:12])[CH3:14])([CH3:16])[CH3:17]. (2) Given the reactants [CH3:1][O:2][C:3](=[O:12])[C:4]1[CH:9]=[CH:8][C:7]([NH2:10])=[CH:6][C:5]=1[OH:11], predict the reaction product. The product is: [C:3]([OH:12])(=[O:2])[CH3:4].[CH3:1][O:2][C:3]([CH:4]1[CH2:9][CH2:8][CH:7]([NH2:10])[CH2:6][CH:5]1[OH:11])=[O:12]. (3) Given the reactants [Cl:1][C:2]1[CH:3]=[C:4]([C:9]2([OH:14])[CH2:13][CH2:12][NH:11][CH2:10]2)[CH:5]=[CH:6][C:7]=1[F:8].C(=O)([O-])[O-].[K+].[K+].I[CH2:22][CH2:23][CH3:24], predict the reaction product. The product is: [Cl:1][C:2]1[CH:3]=[C:4]([C:9]2([OH:14])[CH2:13][CH2:12][N:11]([CH2:22][CH2:23][CH3:24])[CH2:10]2)[CH:5]=[CH:6][C:7]=1[F:8]. (4) Given the reactants [Si:1]([O:18][CH2:19][C:20]1[S:24][C:23]([CH2:25][OH:26])=[N:22][N:21]=1)([C:14]([CH3:17])([CH3:16])[CH3:15])([C:8]1[CH:13]=[CH:12][CH:11]=[CH:10][CH:9]=1)[C:2]1[CH:7]=[CH:6][CH:5]=[CH:4][CH:3]=1, predict the reaction product. The product is: [Si:1]([O:18][CH2:19][C:20]1[S:24][C:23]([CH:25]=[O:26])=[N:22][N:21]=1)([C:14]([CH3:15])([CH3:16])[CH3:17])([C:2]1[CH:7]=[CH:6][CH:5]=[CH:4][CH:3]=1)[C:8]1[CH:13]=[CH:12][CH:11]=[CH:10][CH:9]=1. (5) Given the reactants [C:1]1([S:7]([N:10]2[CH2:15][CH2:14][N:13]([C:16]([O:18][CH2:19][C:20]3[CH:25]=[CH:24][CH:23]=[CH:22][CH:21]=3)=[O:17])[CH2:12][C@@H:11]2[CH2:26][CH2:27][CH:28]2[CH2:30][CH:29]2[NH:31]C(OCC[Si](C)(C)C)=O)(=[O:9])=[O:8])[CH:6]=[CH:5][CH:4]=[CH:3][CH:2]=1.CCCC[N+](CCCC)(CCCC)CCCC.[F-], predict the reaction product. The product is: [NH2:31][CH:29]1[CH2:30][CH:28]1[CH2:27][CH2:26][C@@H:11]1[N:10]([S:7]([C:1]2[CH:6]=[CH:5][CH:4]=[CH:3][CH:2]=2)(=[O:9])=[O:8])[CH2:15][CH2:14][N:13]([C:16]([O:18][CH2:19][C:20]2[CH:21]=[CH:22][CH:23]=[CH:24][CH:25]=2)=[O:17])[CH2:12]1. (6) Given the reactants [Cl:1][C:2]1[N:3]=[C:4]([N:19]2[CH2:24][CH2:23][O:22][CH2:21][CH2:20]2)[C:5]2[S:10][C:9]([C:11]3[CH:12]=[C:13]([CH2:17][NH2:18])[CH:14]=[CH:15][CH:16]=3)=[CH:8][C:6]=2[N:7]=1.[C:25](Cl)(=[O:27])[CH3:26].C(N(CC)CC)C.O, predict the reaction product. The product is: [Cl:1][C:2]1[N:3]=[C:4]([N:19]2[CH2:24][CH2:23][O:22][CH2:21][CH2:20]2)[C:5]2[S:10][C:9]([C:11]3[CH:12]=[C:13]([CH2:17][NH:18][C:25](=[O:27])[CH3:26])[CH:14]=[CH:15][CH:16]=3)=[CH:8][C:6]=2[N:7]=1. (7) Given the reactants O1CCCCC1[N:7]1[C:15]2[C:10](=[CH:11][C:12]([C:16]3[N:20]=[CH:19][N:18](C(C4C=CC=CC=4)(C4C=CC=CC=4)C4C=CC=CC=4)[N:17]=3)=[CH:13][CH:14]=2)[C:9]([C:40]2[CH:45]=[CH:44][C:43]([NH2:46])=[CH:42][CH:41]=2)=[N:8]1.[CH3:47][S:48](Cl)(=[O:50])=[O:49].C(N(CC)CC)C, predict the reaction product. The product is: [NH:18]1[CH:19]=[N:20][C:16]([C:12]2[CH:11]=[C:10]3[C:15](=[CH:14][CH:13]=2)[NH:7][N:8]=[C:9]3[C:40]2[CH:45]=[CH:44][C:43]([NH:46][S:48]([CH3:47])(=[O:50])=[O:49])=[CH:42][CH:41]=2)=[N:17]1.